Regression. Given two drug SMILES strings and cell line genomic features, predict the synergy score measuring deviation from expected non-interaction effect. From a dataset of NCI-60 drug combinations with 297,098 pairs across 59 cell lines. (1) Drug 1: CC1=C(C=C(C=C1)NC(=O)C2=CC=C(C=C2)CN3CCN(CC3)C)NC4=NC=CC(=N4)C5=CN=CC=C5. Drug 2: C#CCC(CC1=CN=C2C(=N1)C(=NC(=N2)N)N)C3=CC=C(C=C3)C(=O)NC(CCC(=O)O)C(=O)O. Cell line: HCT-15. Synergy scores: CSS=65.5, Synergy_ZIP=3.25, Synergy_Bliss=0.0901, Synergy_Loewe=-22.3, Synergy_HSA=-2.68. (2) Drug 1: CCCS(=O)(=O)NC1=C(C(=C(C=C1)F)C(=O)C2=CNC3=C2C=C(C=N3)C4=CC=C(C=C4)Cl)F. Drug 2: C1CN(P(=O)(OC1)NCCCl)CCCl. Cell line: SNB-75. Synergy scores: CSS=0.432, Synergy_ZIP=0.396, Synergy_Bliss=-0.566, Synergy_Loewe=-1.82, Synergy_HSA=-2.05. (3) Drug 1: C1C(C(OC1N2C=NC3=C(N=C(N=C32)Cl)N)CO)O. Drug 2: CCCCCOC(=O)NC1=NC(=O)N(C=C1F)C2C(C(C(O2)C)O)O. Cell line: M14. Synergy scores: CSS=0.144, Synergy_ZIP=1.19, Synergy_Bliss=0.808, Synergy_Loewe=-2.21, Synergy_HSA=-2.19. (4) Drug 1: CCC1(CC2CC(C3=C(CCN(C2)C1)C4=CC=CC=C4N3)(C5=C(C=C6C(=C5)C78CCN9C7C(C=CC9)(C(C(C8N6C=O)(C(=O)OC)O)OC(=O)C)CC)OC)C(=O)OC)O.OS(=O)(=O)O. Drug 2: CCCCCOC(=O)NC1=NC(=O)N(C=C1F)C2C(C(C(O2)C)O)O. Cell line: NCI-H460. Synergy scores: CSS=-1.06, Synergy_ZIP=0.802, Synergy_Bliss=0.293, Synergy_Loewe=-2.71, Synergy_HSA=-2.61. (5) Drug 1: C1CCC(C1)C(CC#N)N2C=C(C=N2)C3=C4C=CNC4=NC=N3. Drug 2: C1CN(CCN1C(=O)CCBr)C(=O)CCBr. Cell line: T-47D. Synergy scores: CSS=-6.76, Synergy_ZIP=1.26, Synergy_Bliss=-0.371, Synergy_Loewe=-8.77, Synergy_HSA=-5.37.